Predict the reactants needed to synthesize the given product. From a dataset of Full USPTO retrosynthesis dataset with 1.9M reactions from patents (1976-2016). (1) Given the product [CH2:47]([N:21]([CH2:17][CH:18]([CH3:20])[CH3:19])[C:22]([C:24]1[CH:46]=[CH:45][C:27]2[N:28]([CH2:32][CH2:33][CH2:34][N:35]([CH3:44])[CH2:36][CH2:37][C:38]3[CH:43]=[CH:42][CH:41]=[CH:40][N:39]=3)[C:29]([S:31][CH2:2][C:3](=[O:4])[C:5]3[CH:10]=[C:9]([O:11][CH3:12])[C:8]([O:13][CH3:14])=[C:7]([O:15][CH3:16])[CH:6]=3)=[N:30][C:26]=2[CH:25]=1)=[O:23])[CH:48]([CH3:49])[CH3:50], predict the reactants needed to synthesize it. The reactants are: Br[CH2:2][C:3]([C:5]1[CH:10]=[C:9]([O:11][CH3:12])[C:8]([O:13][CH3:14])=[C:7]([O:15][CH3:16])[CH:6]=1)=[O:4].[CH2:17]([N:21]([CH2:47][CH:48]([CH3:50])[CH3:49])[C:22]([C:24]1[CH:46]=[CH:45][C:27]2[N:28]([CH2:32][CH2:33][CH2:34][N:35]([CH3:44])[CH2:36][CH2:37][C:38]3[CH:43]=[CH:42][CH:41]=[CH:40][N:39]=3)[C:29](=[S:31])[NH:30][C:26]=2[CH:25]=1)=[O:23])[CH:18]([CH3:20])[CH3:19]. (2) Given the product [CH3:35][O:34][C:4]1[C:5]([O:10][CH2:11][CH2:12][O:13][C:14]2[C:15]([N:20]3[CH2:25][CH2:24][N:23]([C:26]([O:28][C:29]([CH3:32])([CH3:31])[CH3:30])=[O:27])[CH2:22][CH2:21]3)=[N:16][CH:17]=[CH:18][N:19]=2)=[N:6][CH:7]=[CH:8][N:9]=1, predict the reactants needed to synthesize it. The reactants are: [H-].[Na+].Cl[C:4]1[C:5]([O:10][CH2:11][CH2:12][O:13][C:14]2[C:15]([N:20]3[CH2:25][CH2:24][N:23]([C:26]([O:28][C:29]([CH3:32])([CH3:31])[CH3:30])=[O:27])[CH2:22][CH2:21]3)=[N:16][CH:17]=[CH:18][N:19]=2)=[N:6][CH:7]=[CH:8][N:9]=1.O.[O:34]1CCOC[CH2:35]1. (3) Given the product [Cl:28][C:24]1[CH:23]=[C:22]([CH:27]=[CH:26][CH:25]=1)[CH2:21][O:20][C:18]1[CH:17]=[CH:16][C:15]([S:29][C:30]2[CH:35]=[CH:34][C:33]([OH:36])=[CH:32][CH:31]=2)=[C:14]([NH:13][C:2]2[C:3]3[C:8](=[N:7][C:6]([CH3:12])=[CH:5][CH:4]=3)[N:9]=[CH:10][CH:11]=2)[CH:19]=1, predict the reactants needed to synthesize it. The reactants are: Cl[C:2]1[CH:11]=[CH:10][N:9]=[C:8]2[C:3]=1[CH:4]=[CH:5][C:6]([CH3:12])=[N:7]2.[NH2:13][C:14]1[CH:19]=[C:18]([O:20][CH2:21][C:22]2[CH:27]=[CH:26][CH:25]=[C:24]([Cl:28])[CH:23]=2)[CH:17]=[CH:16][C:15]=1[S:29][C:30]1[CH:35]=[CH:34][C:33]([OH:36])=[CH:32][CH:31]=1. (4) Given the product [CH:1]([C:4]1[CH:5]=[CH:6][C:7]2[O:10][C:23]([S:26]([Cl:31])(=[O:29])=[O:27])=[C:22]([CH3:21])[C:8]=2[CH:9]=1)([CH3:3])[CH3:2].[I:11][C:6]1[CH:5]=[C:4]([CH:1]([CH3:3])[CH3:2])[CH:9]=[CH:8][C:7]=1[OH:10], predict the reactants needed to synthesize it. The reactants are: [CH:1]([C:4]1[CH:9]=[CH:8][C:7]([OH:10])=[CH:6][CH:5]=1)([CH3:3])[CH3:2].[I:11]N1C(=O)CCC1=O.CC1[CH:21]=[CH:22][C:23]([S:26]([OH:29])(=O)=[O:27])=CC=1.C(Cl)[Cl:31]. (5) Given the product [CH:36]1([C:34]([NH:33][C:31]2[N:32]=[C:27]3[CH:26]=[CH:25][C:24]([O:23][C:22]4[CH:39]=[CH:40][C:19]([NH:18][C:7]([C:5]5[C:4](=[O:10])[N:3]([C:11]6[CH:16]=[CH:15][CH:14]=[CH:13][C:12]=6[CH3:17])[N:2]([CH3:1])[CH:6]=5)=[O:9])=[CH:20][C:21]=4[F:41])=[CH:29][N:28]3[CH:30]=2)=[O:35])[CH2:37][CH2:38]1, predict the reactants needed to synthesize it. The reactants are: [CH3:1][N:2]1[CH:6]=[C:5]([C:7]([OH:9])=O)[C:4](=[O:10])[N:3]1[C:11]1[CH:16]=[CH:15][CH:14]=[CH:13][C:12]=1[CH3:17].[NH2:18][C:19]1[CH:40]=[CH:39][C:22]([O:23][C:24]2[CH:25]=[CH:26][C:27]3[N:28]([CH:30]=[C:31]([NH:33][C:34]([CH:36]4[CH2:38][CH2:37]4)=[O:35])[N:32]=3)[CH:29]=2)=[C:21]([F:41])[CH:20]=1.CN(C(ON1N=NC2C=CC=NC1=2)=[N+](C)C)C.F[P-](F)(F)(F)(F)F.C(N(CC)C(C)C)(C)C. (6) The reactants are: C([Li])CCC.[CH3:6][Si:7]([C:10]#[CH:11])([CH3:9])[CH3:8].CN1C(=O)N(C)CCC1.I[CH2:22][CH2:23][CH2:24][CH2:25][C:26]1[CH:31]=[CH:30][C:29]([O:32][CH3:33])=[CH:28][CH:27]=1.[Cl-].[NH4+]. Given the product [CH3:33][O:32][C:29]1[CH:30]=[CH:31][C:26]([CH2:25][CH2:24][CH2:23][CH2:22][C:11]#[C:10][Si:7]([CH3:9])([CH3:8])[CH3:6])=[CH:27][CH:28]=1, predict the reactants needed to synthesize it. (7) Given the product [F:41][C:38]1[CH:39]=[CH:40][C:35]([S:32]([N:23]([C:11]2[C:10]([C:8]([O:7][CH3:6])=[O:9])=[C:19]3[C:14]([C:15]4[CH:22]=[CH:21][O:20][C:16]=4[CH2:17][O:18]3)=[CH:13][CH:12]=2)[CH2:24][O:25][CH2:26][CH2:27][Si:28]([CH3:31])([CH3:29])[CH3:30])(=[O:33])=[O:34])=[C:36](/[CH:42]=[CH:43]\[CH2:44][N:55]2[CH2:60][CH2:59][O:58][CH2:57][CH2:56]2)[CH:37]=1, predict the reactants needed to synthesize it. The reactants are: CS(Cl)(=O)=O.[CH3:6][O:7][C:8]([C:10]1[C:11]([N:23]([S:32]([C:35]2[CH:40]=[CH:39][C:38]([F:41])=[CH:37][C:36]=2/[CH:42]=[CH:43]\[CH2:44]O)(=[O:34])=[O:33])[CH2:24][O:25][CH2:26][CH2:27][Si:28]([CH3:31])([CH3:30])[CH3:29])=[CH:12][CH:13]=[C:14]2[C:19]=1[O:18][CH2:17][C:16]1[O:20][CH:21]=[CH:22][C:15]2=1)=[O:9].C(N(C(C)C)CC)(C)C.[NH:55]1[CH2:60][CH2:59][O:58][CH2:57][CH2:56]1. (8) The reactants are: C([O:5][C:6](=[O:45])[CH2:7][N:8]1[C:14](=[O:15])[CH2:13][CH2:12][N:11]([C:16](=[O:39])[NH:17][CH2:18][C:19]2[CH:24]=[CH:23][C:22]([C:25]([N:27]3[CH2:33][CH2:32][CH2:31][CH2:30][C:29]4[CH:34]=[CH:35][CH:36]=[CH:37][C:28]3=4)=[O:26])=[CH:21][C:20]=2[CH3:38])[C:10]2[C:40]([F:44])=[CH:41][CH:42]=[CH:43][C:9]1=2)(C)(C)C.FC(F)(F)C(O)=O. Given the product [F:44][C:40]1[C:10]2[N:11]([C:16](=[O:39])[NH:17][CH2:18][C:19]3[CH:24]=[CH:23][C:22]([C:25]([N:27]4[CH2:33][CH2:32][CH2:31][CH2:30][C:29]5[CH:34]=[CH:35][CH:36]=[CH:37][C:28]4=5)=[O:26])=[CH:21][C:20]=3[CH3:38])[CH2:12][CH2:13][C:14](=[O:15])[N:8]([CH2:7][C:6]([OH:45])=[O:5])[C:9]=2[CH:43]=[CH:42][CH:41]=1, predict the reactants needed to synthesize it. (9) Given the product [CH3:27][O:26][C:22](=[O:25])[CH2:23][CH2:24][N:8]1[C:7]2[CH:11]=[CH:12][CH:13]=[C:14]([CH3:15])[C:6]=2[O:5][CH:4]([CH:1]([CH3:3])[CH3:2])[C:9]1=[O:10], predict the reactants needed to synthesize it. The reactants are: [CH:1]([CH:4]1[C:9](=[O:10])[NH:8][C:7]2[CH:11]=[CH:12][CH:13]=[C:14]([CH3:15])[C:6]=2[O:5]1)([CH3:3])[CH3:2].C(=O)([O-])[O-].[K+].[K+].[C:22]([O:26][CH3:27])(=[O:25])[CH:23]=[CH2:24].Cl.